Dataset: Catalyst prediction with 721,799 reactions and 888 catalyst types from USPTO. Task: Predict which catalyst facilitates the given reaction. (1) Reactant: [CH:1]1([CH2:4][O:5][C:6]2[CH:7]=[CH:8][C:9]3[O:13][C:12]([CH:14]([NH:18][C:19]4[N:24]=[CH:23][C:22](C(O)=O)=[CH:21][CH:20]=4)[CH:15]([CH3:17])[CH3:16])=[C:11]([CH3:28])[C:10]=3[CH:29]=2)[CH2:3][CH2:2]1.CNC[CH2:33][C:34]([O:36][CH2:37][CH3:38])=[O:35].ON1C2C=CC=CC=2N=N1.Cl.C(N=C=NCCCN(C)C)C.[Cl-].[NH4+].[CH3:63][N:64]([CH3:67])[CH:65]=[O:66]. Product: [CH:1]1([CH2:4][O:5][C:6]2[CH:7]=[CH:8][C:9]3[O:13][C:12]([CH:14]([NH:18][C:19]4[N:24]=[CH:23][C:22]([C:65]([N:64]([CH3:67])[CH2:63][CH2:33][C:34]([O:36][CH2:37][CH3:38])=[O:35])=[O:66])=[CH:21][CH:20]=4)[CH:15]([CH3:16])[CH3:17])=[C:11]([CH3:28])[C:10]=3[CH:29]=2)[CH2:2][CH2:3]1. The catalyst class is: 66. (2) Reactant: [Br:1][C:2]1[N:3]=[C:4]([CH2:7]Br)[S:5][CH:6]=1.C([O-])([O-])=O.[K+].[K+].[F:15][C:16]1[C:24]([OH:25])=[CH:23][CH:22]=[C:21]([F:26])[C:17]=1[C:18]([NH2:20])=[O:19]. Product: [Br:1][C:2]1[N:3]=[C:4]([CH2:7][O:25][C:24]2[C:16]([F:15])=[C:17]([C:21]([F:26])=[CH:22][CH:23]=2)[C:18]([NH2:20])=[O:19])[S:5][CH:6]=1. The catalyst class is: 3. (3) Reactant: [SH:1][C:2]1[NH:3][C:4]2[CH:10]=[CH:9][CH:8]=[CH:7][C:5]=2[N:6]=1.C[O-].[Na+].[CH2:14]([O:20][C:21]1[CH:26]=[CH:25][N:24]=[C:23]([CH2:27]Cl)[C:22]=1[CH3:29])[CH2:15][CH2:16][CH2:17][CH2:18][CH3:19]. Product: [CH2:14]([O:20][C:21]1[CH:26]=[CH:25][N:24]=[C:23]([CH2:27][S:1][C:2]2[NH:6][C:5]3[CH:7]=[CH:8][CH:9]=[CH:10][C:4]=3[N:3]=2)[C:22]=1[CH3:29])[CH2:15][CH2:16][CH2:17][CH2:18][CH3:19]. The catalyst class is: 125.